From a dataset of Catalyst prediction with 721,799 reactions and 888 catalyst types from USPTO. Predict which catalyst facilitates the given reaction. Reactant: Cl.[Cl:2][C:3]1[C:12]2[C:11](=[O:13])[NH:10][C@H:9]3[CH2:14][NH:15][CH2:16][C@@H:8]3[C:7]=2[CH:6]=[C:5]([CH2:17][CH3:18])[CH:4]=1. Product: [ClH:2].[CH2:17]([C:5]1[CH:4]=[CH:3][C:12]2[C:11](=[O:13])[NH:10][C@H:9]3[CH2:14][NH:15][CH2:16][C@@H:8]3[C:7]=2[CH:6]=1)[CH3:18]. The catalyst class is: 19.